This data is from Catalyst prediction with 721,799 reactions and 888 catalyst types from USPTO. The task is: Predict which catalyst facilitates the given reaction. (1) Reactant: [CH3:1][NH:2][CH2:3][CH2:4][C:5]([O:7][C:8]([CH3:11])([CH3:10])[CH3:9])=[O:6].[Cl:12][C:13]1[C:18]([Cl:19])=[CH:17][CH:16]=[CH:15][C:14]=1[S:20](Cl)(=[O:22])=[O:21].C(N(CC)CC)C. Product: [Cl:12][C:13]1[C:18]([Cl:19])=[CH:17][CH:16]=[CH:15][C:14]=1[S:20]([CH2:1][NH:2][CH2:3][CH2:4][C:5]([O:7][C:8]([CH3:11])([CH3:10])[CH3:9])=[O:6])(=[O:22])=[O:21]. The catalyst class is: 7. (2) Reactant: [C:1]([O:5][C:6]([NH:8][C@@H:9]([CH2:13][C:14]1[CH:19]=[C:18](F)[CH:17]=[CH:16][C:15]=1[N+:21]([O-:23])=[O:22])[C:10]([OH:12])=[O:11])=[O:7])([CH3:4])([CH3:3])[CH3:2].[F:24][C:25]([F:34])([F:33])[C:26]1[CH:27]=[C:28]([OH:32])[CH:29]=[CH:30][CH:31]=1.BrC1C=C(OC2C=CC=C(OC)C=2)C=CC=1[N+]([O-])=O.CO. Product: [C:1]([O:5][C:6]([NH:8][C@@H:9]([CH2:13][C:14]1[CH:19]=[C:18]([O:32][C:28]2[CH:29]=[CH:30][CH:31]=[C:26]([C:25]([F:24])([F:33])[F:34])[CH:27]=2)[CH:17]=[CH:16][C:15]=1[N+:21]([O-:23])=[O:22])[C:10]([OH:12])=[O:11])=[O:7])([CH3:4])([CH3:3])[CH3:2]. The catalyst class is: 4. (3) The catalyst class is: 8. Reactant: O.[NH2:2][C:3]1[N:8]=[C:7](Cl)[CH:6]=[C:5]([OH:10])[N:4]=1.[CH:11]1([NH2:14])[CH2:13][CH2:12]1. Product: [NH2:2][C:3]1[N:8]=[C:7]([NH:14][CH:11]2[CH2:13][CH2:12]2)[CH:6]=[C:5]([OH:10])[N:4]=1. (4) Reactant: S(Cl)([Cl:3])=O.[CH3:5][O:6][C:7](=[O:21])[CH:8]([C:14]1[CH:19]=[CH:18][C:17]([F:20])=[CH:16][CH:15]=1)[NH:9][CH2:10][CH2:11][CH2:12]O. Product: [CH3:5][O:6][C:7](=[O:21])[CH:8]([NH:9][CH2:10][CH2:11][CH2:12][Cl:3])[C:14]1[CH:19]=[CH:18][C:17]([F:20])=[CH:16][CH:15]=1. The catalyst class is: 22. (5) Reactant: [CH3:1][N:2]1[C:6]([NH:7][C:8](=[O:15])OCC(Cl)(Cl)Cl)=[CH:5][CH:4]=[N:3]1.[C:16]1([C:22]2[N:26]=[C:25]([N:27]3[CH2:32][CH2:31][NH:30][CH2:29][CH2:28]3)[S:24][N:23]=2)[CH:21]=[CH:20][CH:19]=[CH:18][CH:17]=1.C(N(C(C)C)CC)(C)C.O. Product: [CH3:1][N:2]1[C:6]([NH:7][C:8]([N:30]2[CH2:31][CH2:32][N:27]([C:25]3[S:24][N:23]=[C:22]([C:16]4[CH:21]=[CH:20][CH:19]=[CH:18][CH:17]=4)[N:26]=3)[CH2:28][CH2:29]2)=[O:15])=[CH:5][CH:4]=[N:3]1. The catalyst class is: 16. (6) Reactant: Cl[C:2]1[CH:11]=[N:10][C:9]2[C:4](=[CH:5][C:6]([F:12])=[CH:7][CH:8]=2)[N:3]=1.[CH3:13][O-:14].[Na+]. Product: [F:12][C:6]1[CH:5]=[C:4]2[C:9]([N:10]=[CH:11][C:2]([O:14][CH3:13])=[N:3]2)=[CH:8][CH:7]=1. The catalyst class is: 5. (7) Reactant: C([O:8][C:9]1[C:14](=[O:15])[N:13]2[CH2:16][CH2:17][N:18]([CH2:19][CH2:20][OH:21])[C:12]2=[N:11][C:10]=1[C:22]([O:24][CH2:25][CH3:26])=[O:23])C1C=CC=CC=1.[H][H]. Product: [OH:8][C:9]1[C:14](=[O:15])[N:13]2[CH2:16][CH2:17][N:18]([CH2:19][CH2:20][OH:21])[C:12]2=[N:11][C:10]=1[C:22]([O:24][CH2:25][CH3:26])=[O:23]. The catalyst class is: 604. (8) Reactant: [CH2:1]([C:3]1[C:7]([O:8][C:9]2[CH:10]=[C:11]([CH:15]=[C:16]([F:18])[CH:17]=2)[C:12]([NH2:14])=[O:13])=[C:6]([CH2:19][CH3:20])[N:5]([CH2:21][CH2:22]O)[N:4]=1)[CH3:2].C1(P(C2C=CC=CC=2)C2C=CC=CC=2)C=CC=CC=1.C1(=O)[NH:47]C(=O)C2=CC=CC=C12.CC(OC(/N=N/C(OC(C)C)=O)=O)C.O.NN. Product: [NH3:4].[NH2:47][CH2:22][CH2:21][N:5]1[C:6]([CH2:19][CH3:20])=[C:7]([O:8][C:9]2[CH:10]=[C:11]([CH:15]=[C:16]([F:18])[CH:17]=2)[C:12]([NH2:14])=[O:13])[C:3]([CH2:1][CH3:2])=[N:4]1. The catalyst class is: 7. (9) Reactant: [CH3:1][C:2]1([C:5](=[O:7])[CH3:6])[CH2:4][CH2:3]1.Br[Mg][C:10]#[CH:11]. Product: [CH3:1][C:2]1([C:5]([OH:7])([C:10]#[CH:11])[CH3:6])[CH2:4][CH2:3]1. The catalyst class is: 7.